Dataset: Full USPTO retrosynthesis dataset with 1.9M reactions from patents (1976-2016). Task: Predict the reactants needed to synthesize the given product. (1) Given the product [CH3:22][S:23]([O:11][C@H:9]([CH3:10])[CH2:8][C:6]1[CH:7]=[C:2]([F:1])[CH:3]=[CH:4][C:5]=1[CH3:12])(=[O:25])=[O:24], predict the reactants needed to synthesize it. The reactants are: [F:1][C:2]1[CH:3]=[CH:4][C:5]([CH3:12])=[C:6]([CH2:8][C@H:9]([OH:11])[CH3:10])[CH:7]=1.CCN(C(C)C)C(C)C.[CH3:22][S:23](Cl)(=[O:25])=[O:24].C([O-])(O)=O.[Na+]. (2) Given the product [Br:1][C:5]1[N:6]2[N:7]=[C:8]([C:12]3[CH:19]=[CH:18][C:15]([C:16]#[N:17])=[CH:14][CH:13]=3)[CH:9]=[CH:10][C:11]2=[N:3][CH:4]=1, predict the reactants needed to synthesize it. The reactants are: [Br:1]Br.[N:3]1[CH:4]=[CH:5][N:6]2[C:11]=1[CH:10]=[CH:9][C:8]([C:12]1[CH:19]=[CH:18][C:15]([C:16]#[N:17])=[CH:14][CH:13]=1)=[N:7]2.C([O-])(=O)C.[Na+].O. (3) Given the product [NH2:2][CH2:1][CH:3]([CH2:11][C:12]1[CH:13]=[CH:14][C:15]([C:18]2[CH:23]=[CH:22][CH:21]=[CH:20][N:19]=2)=[CH:16][CH:17]=1)[C:4]([O:6][C:7]([CH3:8])([CH3:9])[CH3:10])=[O:5], predict the reactants needed to synthesize it. The reactants are: [C:1]([CH:3]([CH2:11][C:12]1[CH:17]=[CH:16][C:15]([C:18]2[CH:23]=[CH:22][CH:21]=[CH:20][N:19]=2)=[CH:14][CH:13]=1)[C:4]([O:6][C:7]([CH3:10])([CH3:9])[CH3:8])=[O:5])#[N:2].[OH-].[NH4+]. (4) Given the product [C:19]([N:9]1[C:10]2[C:6](=[CH:5][C:4]([N+:1]([O-:3])=[O:2])=[CH:12][CH:11]=2)[CH:7]=[CH:8]1)(=[O:26])[C:20]1[CH:25]=[CH:24][CH:23]=[CH:22][CH:21]=1, predict the reactants needed to synthesize it. The reactants are: [N+:1]([C:4]1[CH:5]=[C:6]2[C:10](=[CH:11][CH:12]=1)[NH:9][CH:8]=[CH:7]2)([O-:3])=[O:2].C(=O)([O-])[O-].[K+].[K+].[C:19](Cl)(=[O:26])[C:20]1[CH:25]=[CH:24][CH:23]=[CH:22][CH:21]=1.O. (5) Given the product [C:15]1([CH3:18])[CH:16]=[CH:17][C:12]([NH:11][C:10](=[O:29])[NH:32][C:33]2[CH:34]=[CH:35][C:36]([C:39]3[S:43][C:42]([CH2:44][CH2:45][CH2:46][C:47]([O:49][CH3:50])=[O:48])=[N:41][N:40]=3)=[CH:37][CH:38]=2)=[CH:13][CH:14]=1, predict the reactants needed to synthesize it. The reactants are: FC(F)(F)C1C=C(N[C:10](=[O:29])[NH:11][C:12]2[CH:17]=[CH:16][C:15]([C:18]3SC(CCC(OC)=O)=NC=3)=[CH:14][CH:13]=2)C=CC=1.[NH2:32][C:33]1[CH:38]=[CH:37][C:36]([C:39]2[S:43][C:42]([CH2:44][CH2:45][CH2:46][C:47]([O:49][CH3:50])=[O:48])=[N:41][N:40]=2)=[CH:35][CH:34]=1.N(C1C=CC(C)=CC=1)=C=O. (6) Given the product [C:1]1([CH:7]([C:14]2[CH:15]=[CH:16][C:17]([C:20]([F:23])([F:21])[F:22])=[CH:18][CH:19]=2)[CH:8]2[CH2:13][CH2:12][CH2:11][N:10]([CH2:32][C:33]([O:35][CH2:36][CH3:37])=[O:34])[CH2:9]2)[CH:2]=[CH:3][CH:4]=[CH:5][CH:6]=1, predict the reactants needed to synthesize it. The reactants are: [C:1]1([CH:7]([C:14]2[CH:19]=[CH:18][C:17]([C:20]([F:23])([F:22])[F:21])=[CH:16][CH:15]=2)[CH:8]2[CH2:13][CH2:12][CH2:11][NH:10][CH2:9]2)[CH:6]=[CH:5][CH:4]=[CH:3][CH:2]=1.C(N(CC)CC)C.Br[CH2:32][C:33]([O:35][CH2:36][CH3:37])=[O:34].C(OCC)(=O)C. (7) Given the product [CH3:23][C:24]([CH3:31])([C:25](=[O:26])[CH2:3][CH3:4])[C@@H:27]([OH:30])[CH2:28][C:29]([N:14]1[C@@H:13]([CH2:6][C:7]2[CH:8]=[CH:9][CH:10]=[CH:11][CH:12]=2)[CH2:17][O:16][C:15]1=[O:18])=[O:21], predict the reactants needed to synthesize it. The reactants are: C([Li])C[CH2:3][CH3:4].[CH2:6]([C@H:13]1[CH2:17][O:16][C:15](=[O:18])[NH:14]1)[C:7]1[CH:12]=[CH:11][CH:10]=[CH:9][CH:8]=1.C(Br)(=[O:21])C.[CH3:23][C:24]([CH3:31])([C:27](=[O:30])[CH2:28][CH3:29])[CH:25]=[O:26].[Li+].[I-].[Na+].[Cl-]. (8) Given the product [C:37]([O:36][C:34]([NH:33][C:30]1[CH:31]=[CH:32][C:27]([C:25]2[N:5]([C:6]3[CH:7]=[N:8][C:9]([O:12][CH3:13])=[CH:10][CH:11]=3)[N:1]=[C:18]([C:17]([OH:16])=[O:41])[N:24]=2)=[N:28][CH:29]=1)=[O:35])([CH3:40])([CH3:39])[CH3:38], predict the reactants needed to synthesize it. The reactants are: [N:1]([O-])=O.[Na+].[NH2:5][C:6]1[CH:7]=[N:8][C:9]([O:12][CH3:13])=[CH:10][CH:11]=1.C([O:16][C:17](=[O:41])[CH:18]([NH:24][C:25]([C:27]1[CH:32]=[CH:31][C:30]([NH:33][C:34]([O:36][C:37]([CH3:40])([CH3:39])[CH3:38])=[O:35])=[CH:29][N:28]=1)=O)C(OCC)=O)C.C(=O)([O-])[O-].[K+].[K+].C[O-].[Na+].